Dataset: Reaction yield outcomes from USPTO patents with 853,638 reactions. Task: Predict the reaction yield, written as a fraction of the theoretical maximum amount of product (1.0 means a 100% yield; for example, 0.34 means a 34% yield). (1) The reactants are [Br:1][C:2]1[N:7]=[C:6]([NH2:8])[C:5]([O:9][CH2:10][CH2:11][CH2:12]Br)=[CH:4][CH:3]=1.[H-].[Na+].[NH4+].[Cl-].O. The catalyst is CN(C=O)C. The product is [Br:1][C:2]1[CH:3]=[CH:4][C:5]2[O:9][CH2:10][CH2:11][CH2:12][NH:8][C:6]=2[N:7]=1. The yield is 0.800. (2) The reactants are [CH2:1]([O:4][C:5]([N:7]1[CH2:12][CH2:11][C:10]2[C:13]([C:17](=[O:19])[NH2:18])=[C:14]([NH2:16])[S:15][C:9]=2[CH2:8]1)=[O:6])[CH:2]=[CH2:3].[Cl:20][C:21]1[CH:26]=[CH:25][C:24]([N:27]=[C:28]=[O:29])=[CH:23][CH:22]=1. The catalyst is N1C=CC=CC=1. The product is [CH2:1]([O:4][C:5]([N:7]1[CH2:12][CH2:11][C:10]2[C:13]([C:17](=[O:19])[NH2:18])=[C:14]([NH:16][C:28]([NH:27][C:24]3[CH:25]=[CH:26][C:21]([Cl:20])=[CH:22][CH:23]=3)=[O:29])[S:15][C:9]=2[CH2:8]1)=[O:6])[CH:2]=[CH2:3]. The yield is 0.460. (3) The product is [Cl:36][C:33]([Cl:34])([Cl:35])[C:32]([N:29]1[CH2:30][CH2:31][N:26]([C:17]2[CH:18]=[C:19]([S:22]([N:7]3[C:8]4[C:4](=[CH:3][C:2]([Cl:1])=[CH:10][CH:9]=4)[C:5]([CH3:11])=[CH:6]3)(=[O:23])=[O:24])[CH:20]=[CH:21][C:16]=2[O:15][CH3:14])[CH2:27][CH2:28]1)=[O:37]. The catalyst is C1COCC1. The reactants are [Cl:1][C:2]1[CH:3]=[C:4]2[C:8](=[CH:9][CH:10]=1)[NH:7][CH:6]=[C:5]2[CH3:11].[H-].[Na+].[CH3:14][O:15][C:16]1[CH:21]=[CH:20][C:19]([S:22](Cl)(=[O:24])=[O:23])=[CH:18][C:17]=1[N:26]1[CH2:31][CH2:30][N:29]([C:32](=[O:37])[C:33]([Cl:36])([Cl:35])[Cl:34])[CH2:28][CH2:27]1. The yield is 0.282. (4) The reactants are Br[C:2]1[S:10][C:9]2[C:8]([N:11]3[CH2:16][CH2:15][N:14]([C:17]([O:19][C:20]([CH3:23])([CH3:22])[CH3:21])=[O:18])[CH2:13][CH2:12]3)=[N:7][CH:6]=[N:5][C:4]=2[CH:3]=1.[CH3:24][C:25]1([CH3:42])[CH2:30][C:29](B2OC(C)(C)C(C)(C)O2)=[CH:28][C:27]([CH3:41])([CH3:40])[NH:26]1.C(=O)([O-])[O-].[K+].[K+]. The catalyst is C(#N)C.C1C=CC(P(C2C=CC=CC=2)[C-]2C=CC=C2)=CC=1.C1C=CC(P(C2C=CC=CC=2)[C-]2C=CC=C2)=CC=1.Cl[Pd]Cl.[Fe+2]. The product is [CH3:40][C:27]1([CH3:41])[CH2:28][C:29]([C:2]2[S:10][C:9]3[C:8]([N:11]4[CH2:16][CH2:15][N:14]([C:17]([O:19][C:20]([CH3:23])([CH3:22])[CH3:21])=[O:18])[CH2:13][CH2:12]4)=[N:7][CH:6]=[N:5][C:4]=3[CH:3]=2)=[CH:30][C:25]([CH3:42])([CH3:24])[NH:26]1. The yield is 0.650. (5) The reactants are [CH:1]([O:4][C:5]1[CH:6]=[C:7]([CH:20]=[C:21]([C:23](O)=O)[CH:22]=1)[C:8]([NH:10][C:11]1[CH:16]=[CH:15][C:14]([C:17]([OH:19])=[O:18])=[CH:13][N:12]=1)=[O:9])([CH3:3])[CH3:2].[F:26][C:27]1[CH:34]=[CH:33][CH:32]=[CH:31][C:28]=1[CH2:29][NH2:30].C([BH3-])#N.[Na+]. The catalyst is CO. The product is [CH:1]([O:4][C:5]1[CH:6]=[C:7]([CH:20]=[C:21]([CH2:23][NH:30][CH2:29][C:28]2[CH:31]=[CH:32][CH:33]=[CH:34][C:27]=2[F:26])[CH:22]=1)[C:8]([NH:10][C:11]1[CH:16]=[CH:15][C:14]([C:17]([OH:19])=[O:18])=[CH:13][N:12]=1)=[O:9])([CH3:2])[CH3:3]. The yield is 0.760.